From a dataset of Forward reaction prediction with 1.9M reactions from USPTO patents (1976-2016). Predict the product of the given reaction. (1) Given the reactants [F:1][C:2]1[CH:7]=[CH:6][N:5]2[C:8]([C:11]([O:13]CC)=[O:12])=[CH:9][N:10]=[C:4]2[CH:3]=1.O1CCCC1.C(O)C.O.[OH-].[Li+], predict the reaction product. The product is: [F:1][C:2]1[CH:7]=[CH:6][N:5]2[C:8]([C:11]([OH:13])=[O:12])=[CH:9][N:10]=[C:4]2[CH:3]=1. (2) Given the reactants [Br:1][C:2]1[CH:8]=[CH:7][C:5]([OH:6])=[CH:4][C:3]=1[OH:9].[Cl:10][CH2:11][C:12](=O)[CH2:13][C:14](OCC)=[O:15], predict the reaction product. The product is: [Br:1][C:2]1[CH:8]=[C:7]2[C:5](=[CH:4][C:3]=1[OH:9])[O:6][C:14](=[O:15])[CH2:13][CH:12]2[CH2:11][Cl:10]. (3) Given the reactants Cl[C:2]1[N:7]=[C:6]([NH:8][CH2:9][C:10]2[CH:15]=[CH:14][C:13]([O:16][CH3:17])=[CH:12][CH:11]=2)[CH:5]=[C:4]([Cl:18])[N:3]=1.[H-].[Na+].[CH2:21]([O:23][CH2:24][CH2:25][OH:26])C, predict the reaction product. The product is: [Cl:18][C:4]1[N:3]=[C:2]([O:26][CH2:25][CH2:24][O:23][CH3:21])[N:7]=[C:6]([NH:8][CH2:9][C:10]2[CH:15]=[CH:14][C:13]([O:16][CH3:17])=[CH:12][CH:11]=2)[CH:5]=1.